From a dataset of Catalyst prediction with 721,799 reactions and 888 catalyst types from USPTO. Predict which catalyst facilitates the given reaction. (1) Reactant: [CH3:1][C:2]1[CH:3]=[CH:4][C:5]([S:9][C:10]2[CH:11]=[CH:12][CH:13]=[CH:14][C:15]=2[N:16]2[CH2:21][CH2:20][NH:19][CH2:18][CH2:17]2)=[C:6]([CH3:8])[CH:7]=1.[C:22]1([S:36]([OH:39])(=[O:38])=[O:37])[C:31]2[CH:30]=[CH:29][CH:28]=[C:27]([S:32]([OH:35])(=[O:34])=[O:33])[C:26]=2[CH:25]=[CH:24][CH:23]=1. Product: [CH3:1][C:2]1[CH:3]=[CH:4][C:5]([S:9][C:10]2[CH:11]=[CH:12][CH:13]=[CH:14][C:15]=2[N:16]2[CH2:17][CH2:18][NH:19][CH2:20][CH2:21]2)=[C:6]([CH3:8])[CH:7]=1.[C:22]1([S:36]([O-:39])(=[O:38])=[O:37])[C:31]2[CH:30]=[CH:29][CH:28]=[C:27]([S:32]([O-:35])(=[O:34])=[O:33])[C:26]=2[CH:25]=[CH:24][CH:23]=1. The catalyst class is: 194. (2) Reactant: [N:1]1[CH:6]=[CH:5][CH:4]=[CH:3][C:2]=1[C:7]1[CH:11]=[C:10]([NH2:12])[NH:9][N:8]=1.O.[N+:14]([CH:17]([CH:20]=O)[CH:18]=O)([O-:16])=[O:15].[Na]. Product: [N:1]1[CH:6]=[CH:5][CH:4]=[CH:3][C:2]=1[C:7]1[C:11]2[C:10](=[N:12][CH:18]=[C:17]([N+:14]([O-:16])=[O:15])[CH:20]=2)[NH:9][N:8]=1. The catalyst class is: 6.